From a dataset of Forward reaction prediction with 1.9M reactions from USPTO patents (1976-2016). Predict the product of the given reaction. (1) Given the reactants [NH2:1][C:2]1[C:3]([NH:8][C:9]2[CH:10]=[C:11]([C:15]3[CH:20]=[CH:19][CH:18]=[CH:17][CH:16]=3)[CH:12]=[CH:13][CH:14]=2)=[N:4][CH:5]=[CH:6][CH:7]=1.O=[C:22]([CH2:26][CH2:27][C:28](O)=[O:29])[C:23]([OH:25])=[O:24], predict the reaction product. The product is: [C:11]1([C:15]2[CH:16]=[CH:17][CH:18]=[CH:19][CH:20]=2)[CH:12]=[CH:13][CH:14]=[C:9]([N:8]2[C:28](=[O:29])[C:27]([CH2:26][CH2:22][C:23]([OH:25])=[O:24])=[N:1][C:2]3[CH:7]=[CH:6][CH:5]=[N:4][C:3]2=3)[CH:10]=1. (2) Given the reactants Cl.FC1C=C(C=CC=1)CN1C=C(C2C3C(=NC=C(C4C=CC(C5CCNCC5)=CC=4)C=3)N(S(C3C=CC(C)=CC=3)(=O)=O)C=2)C=N1.[F:46][C:47]1[CH:48]=[C:49]([N:85]2[CH2:90][CH2:89][N:88]([CH2:91][C@@H:92]([OH:94])[CH3:93])[CH2:87][CH2:86]2)[CH:50]=[CH:51][C:52]=1[C:53]1[CH:54]=[C:55]2[C:61]([C:62]3[CH:63]=[N:64][N:65]([CH2:67][C:68]4[CH:73]=[CH:72][CH:71]=[C:70]([F:74])[CH:69]=4)[CH:66]=3)=[CH:60][N:59](S(C3C=CC(C)=CC=3)(=O)=O)[C:56]2=[N:57][CH:58]=1.[OH-].[Li+], predict the reaction product. The product is: [F:46][C:47]1[CH:48]=[C:49]([N:85]2[CH2:90][CH2:89][N:88]([CH2:91][C@@H:92]([OH:94])[CH3:93])[CH2:87][CH2:86]2)[CH:50]=[CH:51][C:52]=1[C:53]1[CH:54]=[C:55]2[C:61]([C:62]3[CH:63]=[N:64][N:65]([CH2:67][C:68]4[CH:73]=[CH:72][CH:71]=[C:70]([F:74])[CH:69]=4)[CH:66]=3)=[CH:60][NH:59][C:56]2=[N:57][CH:58]=1. (3) Given the reactants [Br:1][C:2]1[CH:7]=[CH:6][C:5]([C:8]([C:19]2[CH:24]=[CH:23][C:22]([S:25]([CH3:28])(=[O:27])=[O:26])=[CH:21][CH:20]=2)=[N:9][C@H:10]([C:15]([O:17][CH3:18])=[O:16])[CH2:11][CH:12]([CH3:14])[CH3:13])=[CH:4][CH:3]=1.BrC1C=CC(C(C2C=CC(S(C)(=O)=O)=CC=2)=O)=CC=1.[BH4-].[Na+], predict the reaction product. The product is: [Br:1][C:2]1[CH:7]=[CH:6][C:5]([CH:8]([C:19]2[CH:20]=[CH:21][C:22]([S:25]([CH3:28])(=[O:27])=[O:26])=[CH:23][CH:24]=2)[NH:9][C@H:10]([C:15]([O:17][CH3:18])=[O:16])[CH2:11][CH:12]([CH3:13])[CH3:14])=[CH:4][CH:3]=1. (4) Given the reactants [OH:1][C:2]1[C:3]([C:8](=[O:10])[CH3:9])=[N:4][CH:5]=[CH:6][CH:7]=1.O=[C:12]1[CH2:17][CH2:16][N:15]([C:18]([O:20][C:21]([CH3:24])([CH3:23])[CH3:22])=[O:19])[CH2:14][CH2:13]1.N1CCCC1.Cl, predict the reaction product. The product is: [O:10]=[C:8]1[C:3]2=[N:4][CH:5]=[CH:6][CH:7]=[C:2]2[O:1][C:12]2([CH2:17][CH2:16][N:15]([C:18]([O:20][C:21]([CH3:24])([CH3:23])[CH3:22])=[O:19])[CH2:14][CH2:13]2)[CH2:9]1. (5) Given the reactants FC1C=CC(S(N(S(C2C=CC(N3CC[C@@H](O)C3=O)=CC=2)(=O)=O)C2SC=CN=2)(=O)=O)=CC=1.C(N(CC)C(C)C)(C)C.S(OS(C(F)(F)F)(=O)=O)(C(F)(F)F)(=O)=O.[Cl:57][C:58]1[CH:59]=[C:60]([CH:65]2[O:70][CH2:69][CH2:68][NH:67][CH2:66]2)[CH:61]=[C:62]([Cl:64])[CH:63]=1, predict the reaction product. The product is: [Cl:64][C:62]1[CH:61]=[C:60]([C@H:65]2[O:70][CH2:69][CH2:68][NH:67][CH2:66]2)[CH:59]=[C:58]([Cl:57])[CH:63]=1. (6) Given the reactants [F:1][C:2]([F:7])([F:6])[C:3]([OH:5])=[O:4].Br[C:9]1[CH:10]=[C:11]2[CH:29]=[C:27]([CH:28]=1)[NH:26][C:25]1=[N:30][C:21](=[C:22]([Cl:31])[CH:23]=[N:24]1)[NH:20][C:19]1=[CH:32][C:15](=[CH:16][CH:17]=[CH:18]1)[O:14][CH2:13][CH2:12]2.CC1(C)C(C)(C)OB([C:41]2[CH:46]=[CH:45][N:44]=[C:43]([N:47]3[CH2:52][CH2:51][N:50](C(OC(C)(C)C)=O)[CH2:49][CH2:48]3)[CH:42]=2)O1.C(=O)([O-])[O-].[Na+].[Na+], predict the reaction product. The product is: [F:1][C:2]([F:7])([F:6])[C:3]([OH:5])=[O:4].[F:1][C:2]([F:7])([F:6])[C:3]([OH:5])=[O:4].[F:1][C:2]([F:7])([F:6])[C:3]([OH:5])=[O:4].[Cl:31][C:22]1[CH:23]=[N:24][C:25]2[NH:26][C:27]3[CH:28]=[C:9]([C:41]4[CH:46]=[CH:45][N:44]=[C:43]([N:47]5[CH2:48][CH2:49][NH:50][CH2:51][CH2:52]5)[CH:42]=4)[CH:10]=[C:11]([CH:29]=3)[CH2:12][CH2:13][O:14][C:15]3[CH:32]=[C:19]([NH:20][C:21]=1[N:30]=2)[CH:18]=[CH:17][CH:16]=3. (7) Given the reactants [CH3:1]C([O-])(C)C.[K+].CC(C)=O.C(=O)=O.[CH:14]1([C:17]2[CH:22]=[CH:21][C:20]([CH:23]3[CH2:28][CH:27]([S:29]([C:32]4[CH:37]=[CH:36][CH:35]=[C:34]([C:38]([F:41])([F:40])[F:39])[CH:33]=4)(=[O:31])=[O:30])[CH2:26][CH2:25][O:24]3)=[CH:19][N:18]=2)[CH2:16][CH2:15]1, predict the reaction product. The product is: [CH:14]1([C:17]2[CH:22]=[CH:21][C:20]([CH:23]3[CH2:28][C:27]([CH3:1])([S:29]([C:32]4[CH:37]=[CH:36][CH:35]=[C:34]([C:38]([F:41])([F:39])[F:40])[CH:33]=4)(=[O:31])=[O:30])[CH2:26][CH2:25][O:24]3)=[CH:19][N:18]=2)[CH2:15][CH2:16]1. (8) Given the reactants C(OC([N:8]([CH2:14][C:15]1[CH:20]=[CH:19][C:18]([C:21]2[N:25]=[C:24]([C:26]3[CH:31]=[CH:30][C:29]([C:32]4[CH:37]=[CH:36][C:35]([CH3:38])=[CH:34][CH:33]=4)=[CH:28][CH:27]=3)[O:23][N:22]=2)=[CH:17][CH:16]=1)[CH2:9][C:10]([O:12][CH3:13])=[O:11])=O)(C)(C)C.C(O)(C(F)(F)F)=O, predict the reaction product. The product is: [CH3:38][C:35]1[CH:34]=[CH:33][C:32]([C:29]2[CH:28]=[CH:27][C:26]([C:24]3[O:23][N:22]=[C:21]([C:18]4[CH:19]=[CH:20][C:15]([CH2:14][NH:8][CH2:9][C:10]([O:12][CH3:13])=[O:11])=[CH:16][CH:17]=4)[N:25]=3)=[CH:31][CH:30]=2)=[CH:37][CH:36]=1. (9) Given the reactants [Br:1][C:2]1[CH:3]=[C:4]([C:9](=[CH2:13])[CH2:10][CH2:11][OH:12])[CH:5]=[CH:6][C:7]=1[F:8].N1C=CN=C1.[C:19]([Si:23](Cl)([CH3:25])[CH3:24])([CH3:22])([CH3:21])[CH3:20].O, predict the reaction product. The product is: [Br:1][C:2]1[CH:3]=[C:4]([C:9](=[CH2:13])[CH2:10][CH2:11][O:12][Si:23]([C:19]([CH3:22])([CH3:21])[CH3:20])([CH3:25])[CH3:24])[CH:5]=[CH:6][C:7]=1[F:8]. (10) Given the reactants [N:1]1[CH:6]=[CH:5][C:4]([C:7]2[S:11][C:10]([C:12]([OH:14])=O)=[CH:9][CH:8]=2)=[CH:3][CH:2]=1.[N:15]1[CH:20]=[CH:19][CH:18]=[CH:17][C:16]=1[CH2:21][CH2:22][NH2:23], predict the reaction product. The product is: [N:1]1[CH:2]=[CH:3][C:4]([C:7]2[S:11][C:10]([C:12]([NH:23][CH2:22][CH2:21][C:16]3[CH:17]=[CH:18][CH:19]=[CH:20][N:15]=3)=[O:14])=[CH:9][CH:8]=2)=[CH:5][CH:6]=1.